Dataset: TCR-epitope binding with 47,182 pairs between 192 epitopes and 23,139 TCRs. Task: Binary Classification. Given a T-cell receptor sequence (or CDR3 region) and an epitope sequence, predict whether binding occurs between them. The epitope is FLNGSCGSV. The TCR CDR3 sequence is CASSFFGGKETQYF. Result: 1 (the TCR binds to the epitope).